From a dataset of Forward reaction prediction with 1.9M reactions from USPTO patents (1976-2016). Predict the product of the given reaction. Given the reactants C(N(CC)CC)C.[F:8][C:9]([F:28])([F:27])[S:10](N(C1C=CC=CC=1)[S:10]([C:9]([F:28])([F:27])[F:8])(=[O:12])=[O:11])(=[O:12])=[O:11].[F:29][C:30]1[CH:35]=[CH:34][C:33]([C:36]2[O:37][C:38]3[CH:49]=[CH:48][C:47]([OH:50])=[C:46]([N+:51]([O-:53])=[O:52])[C:39]=3[C:40]=2[C:41]([O:43][CH2:44][CH3:45])=[O:42])=[CH:32][CH:31]=1, predict the reaction product. The product is: [F:29][C:30]1[CH:31]=[CH:32][C:33]([C:36]2[O:37][C:38]3[CH:49]=[CH:48][C:47]([O:50][S:10]([C:9]([F:28])([F:27])[F:8])(=[O:12])=[O:11])=[C:46]([N+:51]([O-:53])=[O:52])[C:39]=3[C:40]=2[C:41]([O:43][CH2:44][CH3:45])=[O:42])=[CH:34][CH:35]=1.